This data is from Forward reaction prediction with 1.9M reactions from USPTO patents (1976-2016). The task is: Predict the product of the given reaction. Given the reactants [CH3:1][O:2][C:3]([NH:5][C:6]([CH3:16])([CH2:9][CH2:10][C:11]1[S:12][CH:13]=[CH:14][CH:15]=1)[CH2:7][OH:8])=[O:4].[Br:17]N1C(=O)CCC1=O, predict the reaction product. The product is: [CH3:1][O:2][C:3]([NH:5][C:6]([CH3:16])([CH2:9][CH2:10][C:11]1[S:12][C:13]([Br:17])=[CH:14][CH:15]=1)[CH2:7][OH:8])=[O:4].